This data is from Experimentally validated miRNA-target interactions with 360,000+ pairs, plus equal number of negative samples. The task is: Binary Classification. Given a miRNA mature sequence and a target amino acid sequence, predict their likelihood of interaction. (1) The miRNA is mmu-miR-7b-5p with sequence UGGAAGACUUGUGAUUUUGUUGUU. The protein sequence of the target gene is MAFVTRQFLRSMSSSSSASAAAKKILIKHVTVIGGGLMGAGIAQVAAATGHTVVLVDQTEDILAKSKKGIEESLKRMAKKKFTENPKAGDEFVEKTLSCLSTSTDAASVVHSTDLVVEAIVENLKLKNELFQRLDKFAAEHTIFASNTSSLQITNIANATTRQDRFAGLHFFNPVPMMKLVEVIKTPMTSQKTFESLVDFCKTLGKHPVSCKDTPGFIVNRLLVPYLIEAVRLHERGDASKEDIDTAMKLGAGYPMGPFELLDYVGLDTTKFILDGWHEMEPENPLFQPSPSMNNLVAQK.... Result: 1 (interaction). (2) The miRNA is hsa-miR-4699-5p with sequence AGAAGAUUGCAGAGUAAGUUCC. The protein sequence of the target gene is MAWPCISRLCCLARRWNQLDRSDVAVPLTLHGYSDPGSEESGADCSVSRGNPSVAGARESSRAVPLTQYQRDFGVRTARAGSRDAAQERPSGPGGRRGQSSAPPTRTVYVLPVGDADAAVVATTSYRQEFQAWTGVKPSRSTKARTARVVTTHSSGWDPSPGASFQVPEVRKFTPNPSAIFQTSAPQTLNV. Result: 0 (no interaction). (3) The miRNA is dre-let-7f with sequence UGAGGUAGUAGAUUGUAUAGUU. The protein sequence of the target gene is MMSMNSKQPHFAMHPTLPEHKYPSLHSSSEAIRRACLPTPPLQSNLFASLDETLLARAEALAAVDIAVSQGKSHPFKPDATYHTMNSVPCTSTSTVPLAHHHHHHHHHQALEPGDLLDHISSPSLALMAGAGGAGAAAGGGGAHDGPGGGGGPGGGGGPGGGPGGGGGGGPGGGGGGPGGGLLGGSAHPHPHMHSLGHLSHPAAAAAMNMPSGLPHPGLVAAAAHHGAAAAAAAAAAGQVAAASAAAAVVGAAGLASICDSDTDPRELEAFAERFKQRRIKLGVTQADVGSALANLKIPG.... Result: 0 (no interaction). (4) The miRNA is hsa-miR-214-3p with sequence ACAGCAGGCACAGACAGGCAGU. The protein sequence of the target gene is MSSSMWYIMQSIQSKYSLSERLIRTIAAIRSFPHDNVEDLIRGGADVNCTHGTLKPLHCACMVSDADCVELLLEKGAEVNALDGYNRTALHYAAEKDEACVEVLLEYGANPNALDGNRDTPLHWAAFKNNAECVRALLESGASVNALDYNNDTPLSWAAMKGNLESVSILLDYGAEVRVINLIGQTPISRLVALLVRGLGTEKEDSCFELLHRAVGHFELRKNGTMPREVARDPQLCEKLTVLCSAPGTLKTLARYAVRRSLGLQYLPDAVKGLPLPASLKEYLLLLE. Result: 0 (no interaction). (5) The miRNA is mmu-miR-465a-5p with sequence UAUUUAGAAUGGCACUGAUGUGA. The protein sequence of the target gene is MSEAGEATTTTTTTLPQAPTEAAAAAPQDPAPKSPVGSGAPQAAAPAPAAHVAGNPGGDAAPAATGTAAAASLATAAGSEDAEKKVLATKVLGTVKWFNVRNGYGFINRNDTKEDVFVHQTAIKKNNPRKYLRSVGDGETVEFDVVEGEKGAEAANVTGPDGVPVEGSRYAADRRRYRRGYYGRRRGPPRNYAGEEEEEGSGSSEGFDPPATDRQFSGARNQLRRPQYRPQYRQRRFPPYHVGQTFDRRSRVLPHPNRIQAGEIGEMKDGVPEGAQLQGPVHRNPTYRPRYRSRGPPRPR.... Result: 0 (no interaction). (6) The miRNA is mmu-miR-1839-3p with sequence AGACCUACUUAUCUACCAACAGC. The protein sequence of the target gene is MSRGSIEIPLRDTDEVIELDFDQLPEGDEVISILKQEHTQLHIWIALALEYYKQGKTEEFVKLLEAARIDGNLDYRDHEKDQMTCLDTLAAYYVQQARKEKNKDNKKDLITQATLLYTMADKIIMYDQNHLLGRACFCLLEGDKMDQADAQFHFVLNQSPNNIPALLGKACISFNKKDYRGALAYYKKALRTNPGCPAEVRLGMGHCFVKLNKLEKARLAFSRALELNSKCVGALVGLAVLELNNKEADSIKNGVQLLSRAYTIDPSNPMVLNHLANHFFFKKDYSKVQHLALHAFHNTE.... Result: 0 (no interaction).